Task: Predict the reactants needed to synthesize the given product.. Dataset: Full USPTO retrosynthesis dataset with 1.9M reactions from patents (1976-2016) (1) Given the product [CH2:3]([C:7]1[CH:8]=[C:9]([CH2:16][OH:17])[S:10][C:11]=1[C:12]([F:14])([F:15])[F:13])[CH:4]([CH3:6])[CH3:5], predict the reactants needed to synthesize it. The reactants are: [BH4-].[Na+].[CH2:3]([C:7]1[CH:8]=[C:9]([CH:16]=[O:17])[S:10][C:11]=1[C:12]([F:15])([F:14])[F:13])[CH:4]([CH3:6])[CH3:5]. (2) Given the product [O:1]1[C:13]2[C:12]3[NH:11][C:10]([C:14]([OH:16])=[O:15])=[CH:9][C:8]=3[CH:7]=[CH:6][C:5]=2[O:4][CH2:3][CH2:2]1, predict the reactants needed to synthesize it. The reactants are: [O:1]1[C:13]2[C:12]3[NH:11][C:10]([C:14]([O:16]C)=[O:15])=[CH:9][C:8]=3[CH:7]=[CH:6][C:5]=2[O:4][CH2:3][CH2:2]1. (3) Given the product [NH2:22][C:20]1[CH:19]=[CH:18][C:3]([O:4][C:5]2[CH:6]=[C:7]([C:11](=[O:17])[CH2:12][C:13]([CH3:15])([CH3:16])[CH3:14])[CH:8]=[CH:9][CH:10]=2)=[C:2]([Cl:1])[CH:21]=1, predict the reactants needed to synthesize it. The reactants are: [Cl:1][C:2]1[CH:21]=[C:20]([N+:22]([O-])=O)[CH:19]=[CH:18][C:3]=1[O:4][C:5]1[CH:6]=[C:7]([C:11](=[O:17])[CH2:12][C:13]([CH3:16])([CH3:15])[CH3:14])[CH:8]=[CH:9][CH:10]=1. (4) Given the product [Cl:1][C:2]1[CH:7]=[CH:6][C:5]([S:8][C:9]2[C:17]3[C:16]([CH2:18][CH2:19][CH3:20])=[CH:15][C:14]([F:22])=[CH:13][C:12]=3[N:11]3[CH2:23][CH2:24][CH:25]([CH2:26][C:27]([OH:29])=[O:28])[C:10]=23)=[CH:4][CH:3]=1, predict the reactants needed to synthesize it. The reactants are: [Cl:1][C:2]1[CH:7]=[CH:6][C:5]([S:8][C:9]2[C:17]3[C:16]([CH:18](O)[CH2:19][CH3:20])=[CH:15][C:14]([F:22])=[CH:13][C:12]=3[N:11]3[CH2:23][CH2:24][CH:25]([CH2:26][C:27]([OH:29])=[O:28])[C:10]=23)=[CH:4][CH:3]=1.FC(F)(F)C(O)=O.C([SiH](CC)CC)C. (5) Given the product [Br:2][C:16]1[C:17]2[C:12](=[C:11]([Cl:10])[CH:20]=[CH:19][CH:18]=2)[CH2:13][CH2:14][C:15]=1[CH:7]=[O:8], predict the reactants needed to synthesize it. The reactants are: P(Br)(Br)[Br:2].CN(C)[CH:7]=[O:8].[Cl:10][C:11]1[CH:20]=[CH:19][CH:18]=[C:17]2[C:12]=1[CH2:13][CH2:14][CH2:15][C:16]2=O.C(=O)(O)[O-].[Na+]. (6) Given the product [C:6]([C:7]1[CH:12]=[CH:11][C:10]([C:13](=[O:15])[CH3:14])=[CH:9][CH:8]=1)#[CH:5], predict the reactants needed to synthesize it. The reactants are: C[Si]([C:5]#[C:6][C:7]1[CH:12]=[CH:11][C:10]([C:13](=[O:15])[CH3:14])=[CH:9][CH:8]=1)(C)C.[OH-].[K+].CC(O)=O. (7) Given the product [Br:27][C:7]1[S:8][C:4]([N:3]([CH2:1][CH3:2])[CH:14]2[CH2:19][CH2:18][O:17][CH2:16][CH2:15]2)=[C:5]([CH3:13])[C:6]=1[C:9]([O:11][CH3:12])=[O:10], predict the reactants needed to synthesize it. The reactants are: [CH2:1]([N:3]([CH:14]1[CH2:19][CH2:18][O:17][CH2:16][CH2:15]1)[C:4]1[S:8][CH:7]=[C:6]([C:9]([O:11][CH3:12])=[O:10])[C:5]=1[CH3:13])[CH3:2].C1C(=O)N([Br:27])C(=O)C1.CCOC(C)=O. (8) The reactants are: [N+:1]([C:4]1[CH:15]=[CH:14][C:7]2[CH:8]=[C:9]([C:11]([OH:13])=O)[O:10][C:6]=2[CH:5]=1)([O-:3])=[O:2].CN(C(ON1N=[N:31][C:26]2[CH:27]=[CH:28][CH:29]=[N:30][C:25]1=2)=[N+](C)C)C.F[P-](F)(F)(F)(F)F.[CH:40](N(CC)C(C)C)(C)[CH3:41]. Given the product [N:30]12[CH2:29][CH2:28][CH:27]([CH2:40][CH2:41]1)[C@@H:26]([NH:31][C:11]([C:9]1[O:10][C:6]3[CH:5]=[C:4]([N+:1]([O-:3])=[O:2])[CH:15]=[CH:14][C:7]=3[CH:8]=1)=[O:13])[CH2:25]2, predict the reactants needed to synthesize it.